From a dataset of Peptide-MHC class I binding affinity with 185,985 pairs from IEDB/IMGT. Regression. Given a peptide amino acid sequence and an MHC pseudo amino acid sequence, predict their binding affinity value. This is MHC class I binding data. (1) The peptide sequence is PLRPMTYK. The MHC is HLA-B40:01 with pseudo-sequence HLA-B40:01. The binding affinity (normalized) is 0. (2) The peptide sequence is MAVGVVLAL. The MHC is HLA-C03:03 with pseudo-sequence HLA-C03:03. The binding affinity (normalized) is 0.706. (3) The peptide sequence is LGPHYTPKIVG. The MHC is Mamu-A01 with pseudo-sequence Mamu-A01. The binding affinity (normalized) is 0.0443.